This data is from Reaction yield outcomes from USPTO patents with 853,638 reactions. The task is: Predict the reaction yield, written as a fraction of the theoretical maximum amount of product (1.0 means a 100% yield; for example, 0.34 means a 34% yield). (1) The reactants are [Cl:1][C:2]1[CH:3]=[C:4]([CH:8]=[CH:9][CH:10]=1)[C:5](O)=[O:6].S(Cl)([Cl:13])=O. No catalyst specified. The product is [Cl:1][C:2]1[CH:3]=[C:4]([CH:8]=[CH:9][CH:10]=1)[C:5]([Cl:13])=[O:6]. The yield is 0.900. (2) The reactants are [C:1]([C:3]1[CH:11]=[CH:10][C:6]([C:7](O)=[O:8])=[CH:5][C:4]=1[F:12])#[N:2].O=S(Cl)[Cl:15]. No catalyst specified. The product is [C:1]([C:3]1[CH:11]=[CH:10][C:6]([C:7]([Cl:15])=[O:8])=[CH:5][C:4]=1[F:12])#[N:2]. The yield is 0.990. (3) The reactants are [O:1]1[C:6]2=[CH:7][CH:8]=[CH:9][C:5]2=[CH:4][CH:3]=[C:2]1[N:10]([C:35]1[CH:40]=[CH:39][CH:38]=[CH:37][CH:36]=1)[C:11]([CH:13]([N:24]([CH3:34])[C:25]1[CH:33]=[CH:32][C:28]([C:29](O)=[O:30])=[CH:27][CH:26]=1)[C:14]1[CH:19]=[CH:18][C:17]([C:20]([CH3:23])([CH3:22])[CH3:21])=[CH:16][CH:15]=1)=[O:12].C1C=CC2N(O)N=NC=2C=1.CCN=C=NCCCN(C)C.[NH2:62][CH2:63][CH2:64][S:65]([OH:68])(=[O:67])=[O:66].CCN(C(C)C)C(C)C. The catalyst is CN(C=O)C. The product is [O:1]1[C:6]2=[CH:7][CH:8]=[CH:9][C:5]2=[CH:4][CH:3]=[C:2]1[N:10]([C:35]1[CH:40]=[CH:39][CH:38]=[CH:37][CH:36]=1)[C:11]([CH:13]([N:24]([CH3:34])[C:25]1[CH:26]=[CH:27][C:28]([C:29]([NH:62][CH2:63][CH2:64][S:65]([OH:68])(=[O:67])=[O:66])=[O:30])=[CH:32][CH:33]=1)[C:14]1[CH:15]=[CH:16][C:17]([C:20]([CH3:23])([CH3:22])[CH3:21])=[CH:18][CH:19]=1)=[O:12]. The yield is 0.390. (4) The reactants are Br[C:2]1[C:3]2[N:4]([C:9]([C:12]([NH:14][C:15]3[CH:20]=[CH:19][N:18]=[CH:17][C:16]=3[F:21])=[O:13])=[CH:10][N:11]=2)[N:5]=[C:6](Cl)[CH:7]=1.[NH2:22][C:23]1[CH:32]=[CH:31][C:26]([C:27]([O:29]C)=[O:28])=[CH:25][N:24]=1.CC(C)([O-])C.[K+].[C@H:39]1([NH2:46])[CH2:44][CH2:43][C@H:42]([NH2:45])[CH2:41][CH2:40]1. The catalyst is C1COCC1.CN(C=O)C. The product is [NH2:45][C@H:42]1[CH2:43][CH2:44][C@H:39]([NH:46][C:6]2[CH:7]=[C:2]([NH:22][C:23]3[CH:32]=[CH:31][C:26]([C:27]([OH:29])=[O:28])=[CH:25][N:24]=3)[C:3]3[N:4]([C:9]([C:12](=[O:13])[NH:14][C:15]4[CH:20]=[CH:19][N:18]=[CH:17][C:16]=4[F:21])=[CH:10][N:11]=3)[N:5]=2)[CH2:40][CH2:41]1. The yield is 0.0541.